Dataset: Peptide-MHC class II binding affinity with 134,281 pairs from IEDB. Task: Regression. Given a peptide amino acid sequence and an MHC pseudo amino acid sequence, predict their binding affinity value. This is MHC class II binding data. (1) The peptide sequence is ARHINAQVAKSHNVS. The MHC is DRB1_0101 with pseudo-sequence DRB1_0101. The binding affinity (normalized) is 0.620. (2) The peptide sequence is AVQVTFTVQKGSDPK. The MHC is HLA-DQA10104-DQB10503 with pseudo-sequence HLA-DQA10104-DQB10503. The binding affinity (normalized) is 0.392.